From a dataset of Cav3 T-type calcium channel HTS with 100,875 compounds. Binary Classification. Given a drug SMILES string, predict its activity (active/inactive) in a high-throughput screening assay against a specified biological target. (1) The molecule is S(Cc1nc(Nc2c(cccc2)C)nc(n1)N)c1n(nnn1)c1ccccc1. The result is 0 (inactive). (2) The drug is S(CC(=O)NC(c1ccccc1)C)c1n(CC=C)c(N)cc(=O)n1. The result is 0 (inactive).